This data is from Catalyst prediction with 721,799 reactions and 888 catalyst types from USPTO. The task is: Predict which catalyst facilitates the given reaction. (1) The catalyst class is: 4. Reactant: [ClH:1].[CH2:2]([C:4]1[S:26][C:7]2[N:8]=[CH:9][N:10]=[C:11]([N:12]3[CH2:17][CH2:16][CH:15]([NH:18]C(=O)OC(C)(C)C)[CH2:14][CH2:13]3)[C:6]=2[CH:5]=1)[CH3:3]. Product: [ClH:1].[ClH:1].[CH2:2]([C:4]1[S:26][C:7]2[N:8]=[CH:9][N:10]=[C:11]([N:12]3[CH2:17][CH2:16][CH:15]([NH2:18])[CH2:14][CH2:13]3)[C:6]=2[CH:5]=1)[CH3:3]. (2) Reactant: [Br:1][CH2:2][C:3]1[CH:11]=[CH:10][CH:9]=[CH:8][C:4]=1[C:5]([OH:7])=[O:6].[CH2:12](O)[C:13]([Cl:16])([Cl:15])[Cl:14].O. Product: [Cl:14][C:13]([Cl:16])([Cl:15])[CH2:12][O:6][C:5](=[O:7])[C:4]1[CH:8]=[CH:9][CH:10]=[CH:11][C:3]=1[CH2:2][Br:1]. The catalyst class is: 79.